This data is from Cav3 T-type calcium channel HTS with 100,875 compounds. The task is: Binary Classification. Given a drug SMILES string, predict its activity (active/inactive) in a high-throughput screening assay against a specified biological target. (1) The compound is S(=O)(=O)(N1C(OCC1)CNC(=O)C(=O)NCc1cccnc1)c1ccccc1. The result is 0 (inactive). (2) The compound is Brc1c(C(=O)NCCNc2ccc([N+]([O-])=O)cc2)cccc1. The result is 0 (inactive). (3) The molecule is s1c2c(CC(OC2)(CC)C)c2c1nc(SCCC)nc2SCC(=O)NCc1ccccc1. The result is 0 (inactive). (4) The compound is FC(F)(F)c1ccc(C(=O)N2CCN(C(Cc3ccccc3)COCc3cc(ccc3)C)C(=O)CC2)cc1. The result is 0 (inactive). (5) The molecule is FC(F)(F)c1cc(NC(=O)CN2C(=O)CNC2=O)ccc1. The result is 0 (inactive). (6) The molecule is S(c1n(c(nn1)c1c(n(nc1)c1ccccc1)n1cccc1)C)CC=C. The result is 0 (inactive). (7) The result is 0 (inactive). The molecule is S(c1n(c(nn1)C(C)C)CC)CC(=O)Nc1cc(NC(=O)CC)ccc1. (8) The compound is O(c1cc(CCNC(=O)COC(=O)c2ncc(nc2)C)ccc1OC)C. The result is 0 (inactive). (9) The drug is O=C(N1CCNCC1)C(n1nnc(c1)C(N)CO)Cc1[nH]c2c(c1)cccc2. The result is 0 (inactive).